This data is from Reaction yield outcomes from USPTO patents with 853,638 reactions. The task is: Predict the reaction yield, written as a fraction of the theoretical maximum amount of product (1.0 means a 100% yield; for example, 0.34 means a 34% yield). (1) The reactants are [NH2:1][C:2]1[CH:3]=[C:4]([CH:9]=[CH:10][CH:11]=1)[C:5]([O:7][CH3:8])=[O:6].[OH-].[Na+].[Cl:14][C:15]1[N:20]=[C:19](Cl)[N:18]=[C:17]([NH2:22])[N:16]=1. The catalyst is CC#N.O. The product is [NH2:22][C:17]1[N:16]=[C:15]([Cl:14])[N:20]=[C:19]([NH:1][C:2]2[CH:3]=[C:4]([CH:9]=[CH:10][CH:11]=2)[C:5]([O:7][CH3:8])=[O:6])[N:18]=1. The yield is 0.870. (2) The reactants are Br[C:2]1[C:3]([F:19])=[CH:4][C:5]2[O:11][CH2:10][CH2:9][N:8]3[CH:12]=[C:13]([C:15]([NH2:17])=[O:16])[N:14]=[C:7]3[C:6]=2[CH:18]=1.[OH:20][C:21]([CH3:29])([C:27]#[CH:28])[C:22]([N:24]([CH3:26])[CH3:25])=[O:23]. No catalyst specified. The product is [CH3:25][N:24]([CH3:26])[C:22](=[O:23])[C:21]([OH:20])([CH3:29])[C:27]#[C:28][C:2]1[C:3]([F:19])=[CH:4][C:5]2[O:11][CH2:10][CH2:9][N:8]3[CH:12]=[C:13]([C:15]([NH2:17])=[O:16])[N:14]=[C:7]3[C:6]=2[CH:18]=1. The yield is 0.130. (3) The catalyst is CCOC(C)=O.O. The reactants are [Br:1][C:2]1[N:6]2[N:7]=[C:8](F)[CH:9]=[CH:10][C:5]2=[N:4][CH:3]=1.[CH3:12][N:13]([C:18]1[CH:23]=[CH:22][CH:21]=[CH:20][CH:19]=1)[CH2:14][CH2:15][CH2:16][NH2:17].CN(C=O)C. The yield is 0.600. The product is [Br:1][C:2]1[N:6]2[N:7]=[C:8]([NH:17][CH2:16][CH2:15][CH2:14][N:13]([CH3:12])[C:18]3[CH:23]=[CH:22][CH:21]=[CH:20][CH:19]=3)[CH:9]=[CH:10][C:5]2=[N:4][CH:3]=1. (4) The reactants are [NH2:1][C:2]1[CH:11]=[CH:10][C:9]([C:12]([C:14]2[N:22]3[C:17]([CH:18]=[CH:19][CH:20]=[CH:21]3)=[C:16]([O:23][CH2:24][C:25]3[CH:30]=[CH:29][CH:28]=[C:27]([O:31][CH2:32][C:33]([O:35]C(C)(C)C)=[O:34])[CH:26]=3)[C:15]=2[CH3:40])=[O:13])=[CH:8][C:3]=1[C:4]([O:6][CH3:7])=[O:5].C(=O)(O)[O-].[Na+]. The catalyst is FC(F)(F)C(O)=O.ClCCl. The product is [NH2:1][C:2]1[CH:11]=[CH:10][C:9]([C:12]([C:14]2[N:22]3[C:17]([CH:18]=[CH:19][CH:20]=[CH:21]3)=[C:16]([O:23][CH2:24][C:25]3[CH:26]=[C:27]([CH:28]=[CH:29][CH:30]=3)[O:31][CH2:32][C:33]([OH:35])=[O:34])[C:15]=2[CH3:40])=[O:13])=[CH:8][C:3]=1[C:4]([O:6][CH3:7])=[O:5]. The yield is 0.880.